Dataset: NCI-60 drug combinations with 297,098 pairs across 59 cell lines. Task: Regression. Given two drug SMILES strings and cell line genomic features, predict the synergy score measuring deviation from expected non-interaction effect. (1) Drug 1: CCCS(=O)(=O)NC1=C(C(=C(C=C1)F)C(=O)C2=CNC3=C2C=C(C=N3)C4=CC=C(C=C4)Cl)F. Drug 2: C1CN1P(=S)(N2CC2)N3CC3. Cell line: OVCAR-4. Synergy scores: CSS=-2.36, Synergy_ZIP=0.707, Synergy_Bliss=-1.66, Synergy_Loewe=-4.47, Synergy_HSA=-4.10. (2) Drug 1: CC1=CC2C(CCC3(C2CCC3(C(=O)C)OC(=O)C)C)C4(C1=CC(=O)CC4)C. Drug 2: C1=NC2=C(N=C(N=C2N1C3C(C(C(O3)CO)O)O)F)N. Cell line: MALME-3M. Synergy scores: CSS=-1.47, Synergy_ZIP=0.451, Synergy_Bliss=-2.87, Synergy_Loewe=-11.2, Synergy_HSA=-7.15. (3) Drug 1: CCN(CC)CCNC(=O)C1=C(NC(=C1C)C=C2C3=C(C=CC(=C3)F)NC2=O)C. Drug 2: CN(CCCl)CCCl.Cl. Cell line: UACC-257. Synergy scores: CSS=1.41, Synergy_ZIP=-0.220, Synergy_Bliss=2.21, Synergy_Loewe=1.44, Synergy_HSA=1.18. (4) Drug 1: COC1=C(C=C2C(=C1)N=CN=C2NC3=CC(=C(C=C3)F)Cl)OCCCN4CCOCC4. Drug 2: C1=C(C(=O)NC(=O)N1)N(CCCl)CCCl. Cell line: A549. Synergy scores: CSS=38.3, Synergy_ZIP=-8.74, Synergy_Bliss=-4.46, Synergy_Loewe=-3.02, Synergy_HSA=-0.392. (5) Drug 1: COC1=C(C=C2C(=C1)N=CN=C2NC3=CC(=C(C=C3)F)Cl)OCCCN4CCOCC4. Drug 2: C1CCC(C(C1)N)N.C(=O)(C(=O)[O-])[O-].[Pt+4]. Cell line: BT-549. Synergy scores: CSS=22.0, Synergy_ZIP=-5.43, Synergy_Bliss=-1.85, Synergy_Loewe=-1.13, Synergy_HSA=-0.0763. (6) Cell line: SK-OV-3. Synergy scores: CSS=6.79, Synergy_ZIP=-5.80, Synergy_Bliss=0.762, Synergy_Loewe=-12.2, Synergy_HSA=-0.353. Drug 2: CC1=C(C(=O)C2=C(C1=O)N3CC4C(C3(C2COC(=O)N)OC)N4)N. Drug 1: CN(C)C1=NC(=NC(=N1)N(C)C)N(C)C.